The task is: Predict the reactants needed to synthesize the given product.. This data is from Full USPTO retrosynthesis dataset with 1.9M reactions from patents (1976-2016). (1) Given the product [C:3]([CH:5]([C:11]1[C:16]([Cl:17])=[CH:15][C:14]([Cl:18])=[CH:13][N:12]=1)[C:6]([O:8][CH3:9])=[O:7])#[N:4], predict the reactants needed to synthesize it. The reactants are: [H-].[Na+].[C:3]([CH2:5][C:6]([O:8][CH3:9])=[O:7])#[N:4].Br[C:11]1[C:16]([Cl:17])=[CH:15][C:14]([Cl:18])=[CH:13][N:12]=1. (2) The reactants are: [Cl:1][C:2]1[CH:7]=[CH:6][C:5]([CH2:8][CH2:9][C:10]([OH:12])=O)=[CH:4][CH:3]=1.S(Cl)(Cl)=O.[Cl-].[Cl-].[Cl-].[Al+3]. Given the product [Cl:1][C:2]1[CH:3]=[C:4]2[C:5]([CH2:8][CH2:9][C:10]2=[O:12])=[CH:6][CH:7]=1, predict the reactants needed to synthesize it. (3) Given the product [Br-:1].[C:10]([CH2:9][C:5]1[CH:4]=[CH:3][C:8]([CH2:22][N+:13]23[CH2:20][CH2:19][N:16]([CH2:17][CH2:18]2)[CH2:15][CH2:14]3)=[CH:7][CH:6]=1)([OH:12])=[O:11], predict the reactants needed to synthesize it. The reactants are: [Br:1]C[C:3]1[CH:4]=[C:5]([CH2:9][C:10]([OH:12])=[O:11])[CH:6]=[CH:7][CH:8]=1.[N:13]12[CH2:20][CH2:19][N:16]([CH2:17][CH2:18]1)[CH2:15][CH2:14]2.O.[CH3:22]S(C)=O. (4) Given the product [C:2]([NH:5][C:6]1[CH:20]=[CH:19][C:9]([O:10][CH2:11][CH2:12][CH2:13][C:14]([O:16][CH2:17][CH3:18])=[O:15])=[CH:8][C:7]=1[NH:21][CH2:41][C:35]1[CH:36]=[CH:37][C:38]([Cl:40])=[CH:39][C:34]=1[Cl:33])(=[O:4])[CH3:3], predict the reactants needed to synthesize it. The reactants are: Cl.[C:2]([NH:5][C:6]1[CH:20]=[CH:19][C:9]([O:10][CH2:11][CH2:12][CH2:13][C:14]([O:16][CH2:17][CH3:18])=[O:15])=[CH:8][C:7]=1[NH2:21])(=[O:4])[CH3:3].C([O-])([O-])=O.[K+].[K+].CN(C=O)C.[Cl:33][C:34]1[CH:39]=[C:38]([Cl:40])[CH:37]=[CH:36][C:35]=1[CH2:41]Cl. (5) Given the product [NH:20]1[C:24]2=[N:25][CH:26]=[C:27]([NH:29][C:2]3[C:3]4[C:10]5[CH2:11][CH2:12][C@H:13]([C:15]([O:17][CH2:18][CH3:19])=[O:16])[CH2:14][C:9]=5[S:8][C:4]=4[N:5]=[CH:6][N:7]=3)[CH:28]=[C:23]2[CH:22]=[N:21]1, predict the reactants needed to synthesize it. The reactants are: Cl[C:2]1[C:3]2[C:10]3[CH2:11][CH2:12][C@H:13]([C:15]([O:17][CH2:18][CH3:19])=[O:16])[CH2:14][C:9]=3[S:8][C:4]=2[N:5]=[CH:6][N:7]=1.[NH:20]1[C:24]2=[N:25][CH:26]=[C:27]([NH2:29])[CH:28]=[C:23]2[CH:22]=[N:21]1.